This data is from Forward reaction prediction with 1.9M reactions from USPTO patents (1976-2016). The task is: Predict the product of the given reaction. (1) The product is: [Br:6][C:7]1[CH:12]=[C:11]([Cl:13])[CH:10]=[CH:9][C:8]=1[N:14]1[CH:18]=[N:17][C:16]([O:19][CH2:32][C:31]2[CH:34]=[CH:35][C:28]([O:27][CH3:26])=[CH:29][CH:30]=2)=[N:15]1. Given the reactants CN(C)C=O.[Br:6][C:7]1[CH:12]=[C:11]([Cl:13])[CH:10]=[CH:9][C:8]=1[N:14]1[CH:18]=[N:17][C:16]([OH:19])=[N:15]1.C(=O)([O-])[O-].[K+].[K+].[CH3:26][O:27][C:28]1[CH:35]=[CH:34][C:31]([CH2:32]Cl)=[CH:30][CH:29]=1, predict the reaction product. (2) Given the reactants [P:1]([Cl:5])(Cl)(Cl)=[O:2].C(N(CC)CC)C.[OH:13][CH2:14][C:15]1[C:20]([OH:21])=[CH:19][CH:18]=[CH:17][CH:16]=1, predict the reaction product. The product is: [Cl:5][P:1]1(=[O:2])[O:21][C:20]2[CH:19]=[CH:18][CH:17]=[CH:16][C:15]=2[CH2:14][O:13]1.